This data is from Full USPTO retrosynthesis dataset with 1.9M reactions from patents (1976-2016). The task is: Predict the reactants needed to synthesize the given product. (1) Given the product [CH3:13][CH:14]([CH3:30])[C:15]([NH:17][C:18]1[CH:23]=[CH:22][CH:21]=[C:20]([CH:24]2[CH2:29][CH2:28][N:27]([CH2:11][C:10]3[C:6]([C:2]4[S:1][CH:5]=[CH:4][CH:3]=4)=[N:7][NH:8][CH:9]=3)[CH2:26][CH2:25]2)[CH:19]=1)=[O:16], predict the reactants needed to synthesize it. The reactants are: [S:1]1[CH:5]=[CH:4][CH:3]=[C:2]1[C:6]1[C:10]([CH:11]=O)=[CH:9][NH:8][N:7]=1.[CH3:13][CH:14]([CH3:30])[C:15]([NH:17][C:18]1[CH:23]=[CH:22][CH:21]=[C:20]([CH:24]2[CH2:29][CH2:28][NH:27][CH2:26][CH2:25]2)[CH:19]=1)=[O:16]. (2) The reactants are: C([O:5][C:6](=[O:14])[NH:7][C@H:8]([CH:12]=[O:13])[CH:9]([CH3:11])[CH3:10])(C)(C)C.[F:15][C:16]([Si](C)(C)C)([F:18])[F:17].[F-].C([N+](CCCC)(CCCC)CCCC)CCC. Given the product [F:15][C:16]([F:18])([F:17])[C:6]([OH:14])=[O:5].[NH2:7][CH:8]([CH:9]([CH3:10])[CH3:11])[C@H:12]([OH:13])[C:16]([F:18])([F:17])[F:15], predict the reactants needed to synthesize it. (3) Given the product [CH2:16]([O:18][C:19]1[CH:24]=[CH:23][C:22]([C:2]2[N:6]([CH3:7])[CH:5]=[N:4][C:3]=2[C:8]2[CH:13]=[C:12]([C:14]#[N:15])[CH:11]=[CH:10][N:9]=2)=[CH:21][CH:20]=1)[CH3:17], predict the reactants needed to synthesize it. The reactants are: Br[C:2]1[N:6]([CH3:7])[CH:5]=[N:4][C:3]=1[C:8]1[CH:13]=[C:12]([C:14]#[N:15])[CH:11]=[CH:10][N:9]=1.[CH2:16]([O:18][C:19]1[CH:24]=[CH:23][C:22](B(O)O)=[CH:21][CH:20]=1)[CH3:17]. (4) Given the product [CH2:12]([O:11][C:9]([C:7]1[CH:6]=[N:5][N:4]([CH2:3][C:2]2[S:14][CH:16]=[C:17]([C:18]([OH:20])=[O:19])[N:1]=2)[CH:8]=1)=[O:10])[CH3:13], predict the reactants needed to synthesize it. The reactants are: [NH2:1][C:2](=[S:14])[CH2:3][N:4]1[CH:8]=[C:7]([C:9]([O:11][CH2:12][CH3:13])=[O:10])[CH:6]=[N:5]1.Br[CH2:16][C:17](=O)[C:18]([OH:20])=[O:19].